From a dataset of Reaction yield outcomes from USPTO patents with 853,638 reactions. Predict the reaction yield, written as a fraction of the theoretical maximum amount of product (1.0 means a 100% yield; for example, 0.34 means a 34% yield). (1) The reactants are [H-].[Na+].[F:3][C:4]1[CH:9]=[CH:8][C:7]([CH:10]2[C:18]3[C:13](=[CH:14][C:15]([C:19]#[N:20])=[CH:16][CH:17]=3)[CH2:12][O:11]2)=[CH:6][CH:5]=1.[CH3:21][N:22]([CH3:27])[CH2:23][CH2:24][CH2:25]Cl.CS(C)=O. The catalyst is C1COCC1.C1(C)C=CC=CC=1. The product is [CH3:21][N:22]([CH3:27])[CH2:23][CH2:24][CH2:25][C:10]1([C:7]2[CH:8]=[CH:9][C:4]([F:3])=[CH:5][CH:6]=2)[C:18]2[C:13](=[CH:14][C:15]([C:19]#[N:20])=[CH:16][CH:17]=2)[CH2:12][O:11]1. The yield is 0.516. (2) The catalyst is O1CCOCC1. The yield is 0.950. The product is [CH3:8][O:9][C:10](=[O:33])[C@H:11]([CH2:23][C:24]1[CH:29]=[CH:28][C:27]([N+:30]([O-:32])=[O:31])=[CH:26][CH:25]=1)[NH:12][C:13]([C:15]1([CH2:20][CH2:21][NH:22][C:43]([O:45][C:46]([CH3:49])([CH3:48])[CH3:47])=[O:44])[CH2:16][CH2:17][CH2:18][CH2:19]1)=[O:14]. The reactants are FC(F)(F)C(O)=O.[CH3:8][O:9][C:10](=[O:33])[C@H:11]([CH2:23][C:24]1[CH:29]=[CH:28][C:27]([N+:30]([O-:32])=[O:31])=[CH:26][CH:25]=1)[NH:12][C:13]([C:15]1([CH2:20][CH2:21][NH2:22])[CH2:19][CH2:18][CH2:17][CH2:16]1)=[O:14].C(N(C(C)C)CC)(C)C.[C:43](O[C:43]([O:45][C:46]([CH3:49])([CH3:48])[CH3:47])=[O:44])([O:45][C:46]([CH3:49])([CH3:48])[CH3:47])=[O:44].